This data is from Forward reaction prediction with 1.9M reactions from USPTO patents (1976-2016). The task is: Predict the product of the given reaction. (1) The product is: [Cl:8][C:7]1[CH:6]=[CH:5][C:4]([O:9][CH3:10])=[CH:3][C:2]=1[C:16]1[CH:15]=[CH:14][CH:13]=[C:12]([F:11])[CH:17]=1. Given the reactants Br[C:2]1[CH:3]=[C:4]([O:9][CH3:10])[CH:5]=[CH:6][C:7]=1[Cl:8].[F:11][C:12]1[CH:13]=[C:14](B(O)O)[CH:15]=[CH:16][CH:17]=1.C(=O)([O-])[O-].[K+].[K+], predict the reaction product. (2) The product is: [NH2:23][CH2:22][C:21]1[CH:24]=[CH:25][CH:26]=[CH:27][C:20]=1[CH2:19][N:18]1[C:17]2[CH:28]=[CH:29][CH:30]=[CH:31][C:16]=2[N:15]=[C:14]1[CH2:13][N:2]([CH3:1])[CH:3]1[C:12]2[N:11]=[CH:10][CH:9]=[CH:8][C:7]=2[CH2:6][CH2:5][CH2:4]1. Given the reactants [CH3:1][N:2]([CH2:13][C:14]1[N:18]([CH2:19][C:20]2[CH:27]=[CH:26][CH:25]=[CH:24][C:21]=2[C:22]#[N:23])[C:17]2[CH:28]=[CH:29][CH:30]=[CH:31][C:16]=2[N:15]=1)[CH:3]1[C:12]2[N:11]=[CH:10][CH:9]=[CH:8][C:7]=2[CH2:6][CH2:5][CH2:4]1.NCC1C=CC(CN2C3C=CC=CC=3N=C2CN(C)C2C3N=CC=CC=3CCC2)=CC=1, predict the reaction product. (3) The product is: [NH2:1][C:2]1[C:7]([O:8][CH2:9][CH:10]2[CH2:11][CH2:12][N:13]([C:16]3[N:21]=[C:20]([Cl:22])[N:19]=[C:18]([C:23]([NH:36][CH2:34][CH3:35])=[O:24])[CH:17]=3)[CH2:14][CH2:15]2)=[CH:6][C:5]([C:27]2[N:31]([CH3:32])[N:30]=[N:29][CH:28]=2)=[CH:4][N:3]=1. Given the reactants [NH2:1][C:2]1[C:7]([O:8][CH2:9][CH:10]2[CH2:15][CH2:14][N:13]([C:16]3[N:21]=[C:20]([Cl:22])[N:19]=[C:18]([C:23](OC)=[O:24])[CH:17]=3)[CH2:12][CH2:11]2)=[CH:6][C:5]([C:27]2[N:31]([CH3:32])[N:30]=[N:29][CH:28]=2)=[CH:4][N:3]=1.Cl.[CH2:34]([NH2:36])[CH3:35], predict the reaction product. (4) Given the reactants [O:1]=[C:2]1[C@H:13]([CH2:14][C:15]([NH:17][CH2:18][C:19]2[S:20][CH:21]=[CH:22][CH:23]=2)=[O:16])[CH2:12]C=CC[CH2:8][C:7](=[O:24])[O:6][C@H:5]([C:25]2[CH:30]=[CH:29][CH:28]=[CH:27][CH:26]=2)[CH2:4][NH:3]1.C[N+]1([O-])CC[O:35]CC1.S([O-])([O-])=O.[Na+].[Na+].C[C:46]([OH:49])([CH3:48])[CH3:47].C1COCC1.O, predict the reaction product. The product is: [OH:35][C@@H:48]1[C@@H:46]([OH:49])[CH2:47][CH2:8][C:7](=[O:24])[O:6][C@H:5]([C:25]2[CH:30]=[CH:29][CH:28]=[CH:27][CH:26]=2)[CH2:4][NH:3][C:2](=[O:1])[C@H:13]([CH2:14][C:15]([NH:17][CH2:18][C:19]2[S:20][CH:21]=[CH:22][CH:23]=2)=[O:16])[CH2:12]1. (5) Given the reactants [NH2:1][CH2:2][C:3]([CH3:6])([OH:5])[CH3:4].Cl[C:8]1[CH:9]=[CH:10][C:11]2[N:12]([C:14]([C:17]3[CH:22]=[CH:21][CH:20]=[C:19]([O:23][C:24]([F:27])([F:26])[F:25])[CH:18]=3)=[CH:15][N:16]=2)[N:13]=1.CCN(C(C)C)C(C)C.[F-].[Cs+], predict the reaction product. The product is: [CH3:4][C:3]([OH:5])([CH3:6])[CH2:2][NH:1][C:8]1[CH:9]=[CH:10][C:11]2[N:12]([C:14]([C:17]3[CH:22]=[CH:21][CH:20]=[C:19]([O:23][C:24]([F:25])([F:27])[F:26])[CH:18]=3)=[CH:15][N:16]=2)[N:13]=1. (6) Given the reactants [H-].[Na+].[CH2:3]([O:10][C:11]1[CH:12]=[C:13]2[C:17](=[CH:18][CH:19]=1)[NH:16][CH:15]=[CH:14]2)[C:4]1[CH:9]=[CH:8][CH:7]=[CH:6][CH:5]=1.O.[C:21]([O:24][CH2:25]C)(=[O:23])[CH3:22], predict the reaction product. The product is: [C:4]1([CH2:3][O:10][C:11]2[CH:12]=[C:13]3[C:17](=[CH:18][CH:19]=2)[N:16]([CH2:9][C:4]2[CH:3]=[C:22]([CH:7]=[CH:6][CH:5]=2)[C:21]([O:24][CH3:25])=[O:23])[CH:15]=[CH:14]3)[CH:5]=[CH:6][CH:7]=[CH:8][CH:9]=1.